Dataset: Reaction yield outcomes from USPTO patents with 853,638 reactions. Task: Predict the reaction yield, written as a fraction of the theoretical maximum amount of product (1.0 means a 100% yield; for example, 0.34 means a 34% yield). (1) The reactants are [Cl:1][C:2]1[C:3]([O:12][C:13]2[CH:18]=[C:17]([O:19][CH2:20][O:21][CH3:22])[CH:16]=[CH:15][C:14]=2[CH2:23][CH:24]=[O:25])=[N:4][CH:5]=[C:6]([C:8]([F:11])([F:10])[F:9])[CH:7]=1.[BH4-].[Na+].Cl. The catalyst is CO.O. The product is [Cl:1][C:2]1[C:3]([O:12][C:13]2[CH:18]=[C:17]([O:19][CH2:20][O:21][CH3:22])[CH:16]=[CH:15][C:14]=2[CH2:23][CH2:24][OH:25])=[N:4][CH:5]=[C:6]([C:8]([F:10])([F:9])[F:11])[CH:7]=1. The yield is 0.850. (2) The reactants are [CH:1]1([S:4]([C:7]2[CH:12]=[CH:11][C:10]([CH:13]([CH2:18][CH:19]3[CH2:24][CH2:23][O:22][CH2:21][CH2:20]3)[C:14](=[O:17])[CH:15]=[CH2:16])=[CH:9][CH:8]=2)(=[O:6])=[O:5])[CH2:3][CH2:2]1.[OH:25][CH:26]([C:30]1[S:34][C:33]([CH:35]=[O:36])=[N:32][CH:31]=1)[CH2:27][O:28][CH3:29].C(N(CC)CC)C.O1CCCC1. The product is [CH:1]1([S:4]([C:7]2[CH:8]=[CH:9][C:10]([CH:13]([CH2:18][CH:19]3[CH2:24][CH2:23][O:22][CH2:21][CH2:20]3)[C:14](=[O:17])[CH2:15][CH2:16][C:35]([C:33]3[S:34][C:30]([CH:26]([OH:25])[CH2:27][O:28][CH3:29])=[CH:31][N:32]=3)=[O:36])=[CH:11][CH:12]=2)(=[O:6])=[O:5])[CH2:3][CH2:2]1. The yield is 0.950. The catalyst is [Cl-].C([N+]1C(C)=C(CCO)SC=1)C1C=CC=CC=1.C(O)C. (3) The reactants are [C:1]([C:5]1[CH:6]=[C:7]([C:12](=[O:14])[CH3:13])[CH:8]=[CH:9][C:10]=1[OH:11])([CH3:4])([CH3:3])[CH3:2].[I-:15].[Na+].ClN1C(=O)CCC1=O.S([O-])([O-])(=O)=S.[Na+].[Na+].Cl. The catalyst is CN(C)C=O.O.C(OCC)(=O)C. The product is [C:1]([C:5]1[CH:6]=[C:7]([C:12](=[O:14])[CH3:13])[CH:8]=[C:9]([I:15])[C:10]=1[OH:11])([CH3:4])([CH3:2])[CH3:3]. The yield is 0.968. (4) The reactants are [F:1][C:2]1[CH:3]=[C:4]([NH:13][C:14]([C@H:16]2[C:25]3[C:20](=[CH:21][C:22]([O:26][CH3:27])=[CH:23][CH:24]=3)[CH2:19][CH2:18][N:17]2[C:28]([CH:30]2[CH2:33][CH:32]([CH2:34][C:35]([O:37]C(C)(C)C)=[O:36])[CH2:31]2)=[O:29])=[O:15])[CH:5]=[C:6]([F:12])[C:7]=1[Si:8]([CH3:11])([CH3:10])[CH3:9].C(=O)([O-])O.[Na+]. No catalyst specified. The product is [F:1][C:2]1[CH:3]=[C:4]([NH:13][C:14]([C@H:16]2[C:25]3[C:20](=[CH:21][C:22]([O:26][CH3:27])=[CH:23][CH:24]=3)[CH2:19][CH2:18][N:17]2[C:28]([CH:30]2[CH2:33][CH:32]([CH2:34][C:35]([OH:37])=[O:36])[CH2:31]2)=[O:29])=[O:15])[CH:5]=[C:6]([F:12])[C:7]=1[Si:8]([CH3:10])([CH3:11])[CH3:9]. The yield is 0.656. (5) The yield is 0.670. The reactants are [CH3:1][C:2]1[S:3][C:4]([C:10]2[CH:15]=[CH:14][CH:13]=[CH:12][CH:11]=2)=[C:5]([C:7]([OH:9])=O)[N:6]=1.C(Cl)(=O)C(Cl)=O.[CH3:22][C:23]1[C:24]2[N:25]([CH:29]=[C:30]([CH2:32][C@@H:33]3[CH2:38][CH2:37][CH2:36][CH2:35][NH:34]3)[N:31]=2)[CH:26]=[CH:27][CH:28]=1. The product is [CH3:22][C:23]1[C:24]2[N:25]([CH:29]=[C:30]([CH2:32][C@@H:33]3[CH2:38][CH2:37][CH2:36][CH2:35][N:34]3[C:7]([C:5]3[N:6]=[C:2]([CH3:1])[S:3][C:4]=3[C:10]3[CH:15]=[CH:14][CH:13]=[CH:12][CH:11]=3)=[O:9])[N:31]=2)[CH:26]=[CH:27][CH:28]=1. The catalyst is C(Cl)Cl.CN(C=O)C. (6) The reactants are [N+:1]([CH:4]([CH3:6])[CH3:5])([O-:3])=[O:2].[C:7]([O:11][CH3:12])(=[O:10])[CH:8]=[CH2:9].Cl.O. The catalyst is O1CCOCC1.[OH-].C([N+](C)(C)C)C1C=CC=CC=1.C(OCC)C. The product is [CH3:5][C:4]([N+:1]([O-:3])=[O:2])([CH3:6])[CH2:9][CH2:8][C:7]([O:11][CH3:12])=[O:10]. The yield is 0.711.